The task is: Predict the product of the given reaction.. This data is from Forward reaction prediction with 1.9M reactions from USPTO patents (1976-2016). Given the reactants [F:1][C:2]([F:15])([F:14])[C:3]1[CH:8]=[CH:7][CH:6]=[CH:5][C:4]=1[CH2:9][CH2:10][C:11]([OH:13])=O.[CH3:16][N:17]1[C:25]2([CH2:30][CH2:29][NH:28][CH2:27][CH2:26]2)[C:24]2[C:19](=[CH:20][CH:21]=[CH:22][CH:23]=2)[C:18]1=[O:31], predict the reaction product. The product is: [CH3:16][N:17]1[C:25]2([CH2:30][CH2:29][N:28]([C:11](=[O:13])[CH2:10][CH2:9][C:4]3[CH:5]=[CH:6][CH:7]=[CH:8][C:3]=3[C:2]([F:1])([F:15])[F:14])[CH2:27][CH2:26]2)[C:24]2[C:19](=[CH:20][CH:21]=[CH:22][CH:23]=2)[C:18]1=[O:31].